This data is from Reaction yield outcomes from USPTO patents with 853,638 reactions. The task is: Predict the reaction yield, written as a fraction of the theoretical maximum amount of product (1.0 means a 100% yield; for example, 0.34 means a 34% yield). (1) The reactants are [CH3:1][O:2][C:3]1[CH:4]=[C:5]2[C:10](=[CH:11][C:12]=1[O:13][CH3:14])[N:9]1[N:15]=[N:16][C:17]([S:18]([C:21]3[CH:26]=[CH:25][CH:24]=[CH:23][CH:22]=3)(=[O:20])=[O:19])=[C:8]1[NH:7][C:6]2=O.O=P(Cl)(Cl)[Cl:30]. The catalyst is [Cl-].C([N+](CCCC)(CCCC)CCCC)CCC. The product is [Cl:30][C:6]1[C:5]2[C:10](=[CH:11][C:12]([O:13][CH3:14])=[C:3]([O:2][CH3:1])[CH:4]=2)[N:9]2[N:15]=[N:16][C:17]([S:18]([C:21]3[CH:26]=[CH:25][CH:24]=[CH:23][CH:22]=3)(=[O:20])=[O:19])=[C:8]2[N:7]=1. The yield is 0.590. (2) The reactants are [F:1][CH:2]([F:12])[C:3]1[C:7]([C:8](Cl)=[O:9])=[CH:6][N:5]([CH3:11])[N:4]=1.[Cl:13][C:14]1[CH:24]=[C:23]([Cl:25])[CH:22]=[CH:21][C:15]=1[CH2:16][C:17]1([NH2:20])[CH2:19][CH2:18]1.C(N(CC)CC)C. The catalyst is ClCCl. The product is [Cl:13][C:14]1[CH:24]=[C:23]([Cl:25])[CH:22]=[CH:21][C:15]=1[CH2:16][C:17]1([NH:20][C:8]([C:7]2[C:3]([CH:2]([F:12])[F:1])=[N:4][N:5]([CH3:11])[CH:6]=2)=[O:9])[CH2:18][CH2:19]1. The yield is 0.400. (3) The reactants are [B-](F)(F)(F)F.[B-](F)(F)(F)F.C1[N+]2(O)CC[N+]([F:20])(CC2)C1.[CH:21]1([C:25]([C:27]2[CH:32]=[CH:31][CH:30]=[CH:29][CH:28]=2)=[O:26])[CH2:24][CH2:23][CH2:22]1. The catalyst is CO. The product is [F:20][C:21]1([C:25]([C:27]2[CH:28]=[CH:29][CH:30]=[CH:31][CH:32]=2)=[O:26])[CH2:22][CH2:23][CH2:24]1. The yield is 0.720. (4) The reactants are Cl[CH2:2][C:3]1[CH:25]=[CH:24][C:6]([O:7][CH2:8][C:9]2[N:10]=[C:11]([C:15]3[CH:20]=[CH:19][CH:18]=[C:17]([N+:21]([O-:23])=[O:22])[CH:16]=3)[O:12][C:13]=2[CH3:14])=[C:5]([O:26][CH3:27])[CH:4]=1.[CH2:28]([C:30]1[S:31][CH:32]=[C:33](/[CH:35]=[CH:36]/[C:37]2[C:38]([OH:48])=[N:39][N:40]([C:42]3[CH:47]=[CH:46][CH:45]=[CH:44][CH:43]=3)[CH:41]=2)[N:34]=1)[CH3:29].C(=O)([O-])[O-].[K+].[K+].CN(C)C=O. The catalyst is O. The product is [CH2:28]([C:30]1[S:31][CH:32]=[C:33](/[CH:35]=[CH:36]/[C:37]2[C:38]([O:48][CH2:2][C:3]3[CH:25]=[CH:24][C:6]([O:7][CH2:8][C:9]4[N:10]=[C:11]([C:15]5[CH:20]=[CH:19][CH:18]=[C:17]([N+:21]([O-:23])=[O:22])[CH:16]=5)[O:12][C:13]=4[CH3:14])=[C:5]([O:26][CH3:27])[CH:4]=3)=[N:39][N:40]([C:42]3[CH:47]=[CH:46][CH:45]=[CH:44][CH:43]=3)[CH:41]=2)[N:34]=1)[CH3:29]. The yield is 0.380. (5) The yield is 0.960. The catalyst is CN(C1C=CN=CC=1)C.C1COCC1. The product is [C:9]([O:8][CH2:7][CH2:6][CH2:5][CH2:4][CH2:3][CH2:2][Br:1])(=[O:11])[CH3:10]. The reactants are [Br:1][CH2:2][CH2:3][CH2:4][CH2:5][CH2:6][CH2:7][OH:8].[C:9](OC(=O)C)(=[O:11])[CH3:10].C(OC(C)C)(C)C. (6) The yield is 0.420. The product is [CH3:13][C:14]1[O:18][C:17]([C@H:19]2[CH2:20][CH2:21][C@H:22]([N:25]3[C:30](=[O:31])[C:29]([CH2:32][C:33]4[CH:38]=[CH:37][C:36]([C:39]5[CH:44]=[CH:43][CH:42]=[CH:41][C:40]=5[C:45]5[NH:3][C:4](=[O:7])[O:5][N:46]=5)=[CH:35][CH:34]=4)=[C:28]([CH2:47][CH2:48][CH3:49])[N:27]4[N:50]=[CH:51][N:52]=[C:26]34)[CH2:23][CH2:24]2)=[N:16][N:15]=1. The catalyst is C(OCC)(=O)C. The reactants are [Cl-].O[NH3+:3].[C:4](=[O:7])([O-])[OH:5].[Na+].CS(C)=O.[CH3:13][C:14]1[O:18][C:17]([C@H:19]2[CH2:24][CH2:23][C@H:22]([N:25]3[C:30](=[O:31])[C:29]([CH2:32][C:33]4[CH:38]=[CH:37][C:36]([C:39]5[C:40]([C:45]#[N:46])=[CH:41][CH:42]=[CH:43][CH:44]=5)=[CH:35][CH:34]=4)=[C:28]([CH2:47][CH2:48][CH3:49])[N:27]4[N:50]=[CH:51][N:52]=[C:26]34)[CH2:21][CH2:20]2)=[N:16][N:15]=1. (7) The product is [C:8]([N:13]1[CH2:18][CH2:17][CH2:16][C@@H:15]([NH:19][C:20]2[CH:25]=[CH:24][N:23]=[C:22]([C:26]3[N:30]4[CH:31]=[C:32]([C:35]#[N:36])[CH:33]=[CH:34][C:29]4=[N:28][CH:27]=3)[N:21]=2)[CH2:14]1)(=[O:11])[CH2:9][CH3:10]. The catalyst is ClCCl. The reactants are C(N(CC)CC)C.[C:8](Cl)(=[O:11])[CH2:9][CH3:10].[NH:13]1[CH2:18][CH2:17][CH2:16][C@@H:15]([NH:19][C:20]2[CH:25]=[CH:24][N:23]=[C:22]([C:26]3[N:30]4[CH:31]=[C:32]([C:35]#[N:36])[CH:33]=[CH:34][C:29]4=[N:28][CH:27]=3)[N:21]=2)[CH2:14]1. The yield is 0.540. (8) The reactants are [CH:1]1([C:6]#[N:7])[CH2:5][CH2:4][CH2:3][CH2:2]1.[Li+].C[Si]([N-][Si](C)(C)C)(C)C.[CH:18](=[N:20]/[S@:21]([C:23]([CH3:26])([CH3:25])[CH3:24])=[O:22])\[CH3:19]. The catalyst is C1COCC1. The product is [C:6]([C:1]1([C@H:18]([NH:20][S@:21]([C:23]([CH3:26])([CH3:25])[CH3:24])=[O:22])[CH3:19])[CH2:5][CH2:4][CH2:3][CH2:2]1)#[N:7]. The yield is 0.650. (9) The reactants are [Si:1]([O:8][C@@H:9]1[C@@H:13]([CH2:14][O:15][Si](C(C)(C)C)(C)C)[O:12][C@@H:11]([N:23]2[C:27]3[N:28]=[CH:29][N:30]=[C:31]([NH:32][C:33](=[O:40])[C:34]4[CH:39]=[CH:38][CH:37]=[CH:36][CH:35]=4)[C:26]=3[CH:25]=[CH:24]2)[CH2:10]1)([C:4]([CH3:7])([CH3:6])[CH3:5])([CH3:3])[CH3:2]. The catalyst is C1COCC1.N1C=CC=CC=1.N1C=CC=CC=1. The product is [Si:1]([O:8][C@@H:9]1[C@@H:13]([CH2:14][OH:15])[O:12][C@@H:11]([N:23]2[C:27]3[N:28]=[CH:29][N:30]=[C:31]([NH:32][C:33](=[O:40])[C:34]4[CH:35]=[CH:36][CH:37]=[CH:38][CH:39]=4)[C:26]=3[CH:25]=[CH:24]2)[CH2:10]1)([C:4]([CH3:5])([CH3:6])[CH3:7])([CH3:2])[CH3:3]. The yield is 0.310. (10) The reactants are [CH3:1][O:2][C:3](=[O:20])[C:4]1[CH:9]=[C:8]([N+:10]([O-:12])=[O:11])[CH:7]=[C:6]([NH:13][C:14](=[O:19])[CH2:15][CH2:16][CH2:17]Cl)[CH:5]=1.[H-].[Na+].CO. The catalyst is C1COCC1. The product is [CH3:1][O:2][C:3](=[O:20])[C:4]1[CH:5]=[C:6]([N:13]2[CH2:17][CH2:16][CH2:15][C:14]2=[O:19])[CH:7]=[C:8]([N+:10]([O-:12])=[O:11])[CH:9]=1. The yield is 0.780.